This data is from Forward reaction prediction with 1.9M reactions from USPTO patents (1976-2016). The task is: Predict the product of the given reaction. (1) Given the reactants [CH2:1]([C:3]1[C:10]([C:11]2[CH:12]=[N:13][C:14]([C:17]3[CH:22]=[CH:21][C:20]([O:23][CH:24]([CH3:26])[CH3:25])=[C:19]([C:27]([F:30])([F:29])[F:28])[CH:18]=3)=[N:15][CH:16]=2)=[CH:9][CH:8]=[CH:7][C:4]=1C=O)[CH3:2].[CH3:31][NH:32][CH2:33][C:34]([OH:36])=[O:35].[C:37](O)(=O)C, predict the reaction product. The product is: [CH2:1]([C:3]1[C:10]([C:11]2[CH:16]=[N:15][C:14]([C:17]3[CH:22]=[CH:21][C:20]([O:23][CH:24]([CH3:26])[CH3:25])=[C:19]([C:27]([F:30])([F:29])[F:28])[CH:18]=3)=[N:13][CH:12]=2)=[CH:9][CH:8]=[CH:7][C:4]=1[CH2:31][N:32]([CH3:37])[CH2:33][C:34]([OH:36])=[O:35])[CH3:2]. (2) Given the reactants Cl.[F:2][C:3]1[CH:4]=[C:5]([S:10]([C:13]2[CH:25]=[CH:24][C:16]3[C:17]4[CH2:22][CH2:21][NH:20][CH2:19][C:18]=4[O:23][C:15]=3[CH:14]=2)(=[O:12])=[O:11])[CH:6]=[C:7](F)[CH:8]=1.C(C1CNC2C[O:36][C:37]3[CH:38]=C(SC4[CH:42]=[C:37]([O:36]C(C)C)[CH:38]=C(F)C=4)C=C[C:42]=3C12)(C)(C)C, predict the reaction product. The product is: [F:2][C:3]1[CH:4]=[C:5]([S:10]([C:13]2[CH:25]=[CH:24][C:16]3[CH:17]4[CH:19]([NH:20][CH2:21][CH2:22]4)[CH2:18][O:23][C:15]=3[CH:14]=2)(=[O:12])=[O:11])[CH:6]=[C:7]([O:36][CH:37]([CH3:38])[CH3:42])[CH:8]=1. (3) Given the reactants C([O-])([O-])=O.[K+].[K+].[Br:7][CH2:8][CH2:9]Br.[OH:11][C:12]1[CH:19]=[CH:18][C:15]([CH:16]=[O:17])=[CH:14][CH:13]=1, predict the reaction product. The product is: [Br:7][CH2:8][CH2:9][O:11][C:12]1[CH:19]=[CH:18][C:15]([CH:16]=[O:17])=[CH:14][CH:13]=1. (4) The product is: [NH2:1][C:2]1[N:7]=[CH:6][C:5]([C:8]2[CH:9]=[CH:10][C:11]([C:12]([NH:34][CH2:29][CH2:28][N:27]([CH3:32])[CH3:26])=[O:14])=[CH:15][CH:16]=2)=[CH:4][C:3]=1[C:17]1[O:18][C:19]2[C:24]([N:25]=1)=[CH:23][CH:22]=[CH:21][N:20]=2. Given the reactants [NH2:1][C:2]1[N:7]=[CH:6][C:5]([C:8]2[CH:16]=[CH:15][C:11]([C:12]([OH:14])=O)=[CH:10][CH:9]=2)=[CH:4][C:3]=1[C:17]1[O:18][C:19]2[C:24]([N:25]=1)=[CH:23][CH:22]=[CH:21][N:20]=2.[CH3:26][N:27]1[CH2:32]CO[CH2:29][CH2:28]1.C[N:34]1C(=O)CCC1, predict the reaction product. (5) Given the reactants [CH:1]1([NH:4][C:5]([CH:7]2[O:11]C(C)=[N:9][CH:8]2[CH2:13][CH2:14][CH3:15])=[O:6])[CH2:3][CH2:2]1.[ClH:16], predict the reaction product. The product is: [ClH:16].[CH:1]1([NH:4][C:5](=[O:6])[C@@H:7]([OH:11])[C@@H:8]([NH2:9])[CH2:13][CH2:14][CH3:15])[CH2:3][CH2:2]1. (6) Given the reactants CN(C)C=O.[Cl:6][C:7]1[CH:8]=[CH:9][C:10]2[N:16]([CH2:17][C:18]3[CH:23]=[CH:22][C:21]([O:24][CH3:25])=[CH:20][C:19]=3[O:26][CH3:27])[C:15](=[O:28])[C@@H:14]([CH2:29][C:30]([NH:32][CH:33]([CH3:43])[C:34](=O)[CH2:35][CH2:36][C:37]([O:39][CH2:40][CH3:41])=[O:38])=[O:31])[O:13][C@H:12]([C:44]3[CH:49]=[CH:48][CH:47]=[C:46]([O:50][CH3:51])[C:45]=3[O:52][CH3:53])[C:11]=2[CH:54]=1.P(Cl)(Cl)(Cl)=O.C(=O)([O-])O.[Na+], predict the reaction product. The product is: [Cl:6][C:7]1[CH:8]=[CH:9][C:10]2[N:16]([CH2:17][C:18]3[CH:23]=[CH:22][C:21]([O:24][CH3:25])=[CH:20][C:19]=3[O:26][CH3:27])[C:15](=[O:28])[C@@H:14]([CH2:29][C:30]3[O:31][C:34]([CH2:35][CH2:36][C:37]([O:39][CH2:40][CH3:41])=[O:38])=[C:33]([CH3:43])[N:32]=3)[O:13][C@H:12]([C:44]3[CH:49]=[CH:48][CH:47]=[C:46]([O:50][CH3:51])[C:45]=3[O:52][CH3:53])[C:11]=2[CH:54]=1. (7) Given the reactants C([CH:8]([CH:10]1[CH2:14][C:13]2[CH:15]=[CH:16][CH:17]=[C:18]([C:19]3[CH:24]=[CH:23][CH:22]=[CH:21][CH:20]=3)[C:12]=2[O:11]1)[NH2:9])C1C=CC=CC=1.C(N(C(C)C)CC)(C)C.Cl[C:35]([O:37][CH2:38][C:39]1[CH:44]=[CH:43][CH:42]=[CH:41][CH:40]=1)=[O:36], predict the reaction product. The product is: [CH2:38]([O:37][C:35](=[O:36])[NH:9][CH2:8][CH:10]1[CH2:14][C:13]2[CH:15]=[CH:16][CH:17]=[C:18]([C:19]3[CH:24]=[CH:23][CH:22]=[CH:21][CH:20]=3)[C:12]=2[O:11]1)[C:39]1[CH:44]=[CH:43][CH:42]=[CH:41][CH:40]=1. (8) Given the reactants [OH-].[Na+].[CH2:3]([O:10][C:11]1[CH:20]=[C:19]([N:21]2[CH:25]=[CH:24][CH:23]=[N:22]2)[CH:18]=[CH:17][C:12]=1[C:13]([O:15]C)=[O:14])[C:4]1[CH:9]=[CH:8][CH:7]=[CH:6][CH:5]=1.O.Cl, predict the reaction product. The product is: [CH2:3]([O:10][C:11]1[CH:20]=[C:19]([N:21]2[CH:25]=[CH:24][CH:23]=[N:22]2)[CH:18]=[CH:17][C:12]=1[C:13]([OH:15])=[O:14])[C:4]1[CH:5]=[CH:6][CH:7]=[CH:8][CH:9]=1. (9) Given the reactants [C:1]([C:5]1[CH:30]=[CH:29][C:8]([O:9][C:10]2[CH:19]=[C:18]3[C:13]([CH:14]=[C:15]([C:26](O)=[O:27])[N:16]=[C:17]3[CH2:20][CH:21]3[CH2:25][CH2:24][CH2:23][CH2:22]3)=[CH:12][CH:11]=2)=[CH:7][CH:6]=1)([CH3:4])([CH3:3])[CH3:2].Cl.C[O:33][C:34](=[O:43])[C@H:35]([NH2:42])[CH2:36][C:37]1[CH:41]=[CH:40][S:39][CH:38]=1, predict the reaction product. The product is: [C:1]([C:5]1[CH:30]=[CH:29][C:8]([O:9][C:10]2[CH:19]=[C:18]3[C:13]([CH:14]=[C:15]([C:26]([NH:42][C@H:35]([CH2:36][C:37]4[CH:41]=[CH:40][S:39][CH:38]=4)[C:34]([OH:33])=[O:43])=[O:27])[N:16]=[C:17]3[CH2:20][CH:21]3[CH2:22][CH2:23][CH2:24][CH2:25]3)=[CH:12][CH:11]=2)=[CH:7][CH:6]=1)([CH3:4])([CH3:2])[CH3:3].